This data is from Forward reaction prediction with 1.9M reactions from USPTO patents (1976-2016). The task is: Predict the product of the given reaction. (1) Given the reactants [C:1]([N:11]([CH3:17])[C@H:12]([C:14]([OH:16])=O)[CH3:13])([O:3][CH2:4][C:5]1[CH:10]=[CH:9][CH:8]=[CH:7][CH:6]=1)=[O:2].[C:18]([O:22][C:23]([N:25]1[CH2:29][CH:28]([O:30][C:31]2[CH:36]=[CH:35][CH:34]=[CH:33][CH:32]=2)[CH:27]2[N:37]([C:40](=[O:46])[CH:41]([NH2:45])[CH:42]([CH3:44])[CH3:43])[CH2:38][CH2:39][CH:26]12)=[O:24])([CH3:21])([CH3:20])[CH3:19].CN(C(ON1N=NC2C=CC=NC1=2)=[N+](C)C)C.F[P-](F)(F)(F)(F)F.CCN(C(C)C)C(C)C, predict the reaction product. The product is: [C:18]([O:22][C:23]([N:25]1[CH2:29][CH:28]([O:30][C:31]2[CH:32]=[CH:33][CH:34]=[CH:35][CH:36]=2)[CH:27]2[N:37]([C:40](=[O:46])[CH:41]([NH:45][C:14](=[O:16])[CH:12]([N:11]([C:1]([O:3][CH2:4][C:5]3[CH:6]=[CH:7][CH:8]=[CH:9][CH:10]=3)=[O:2])[CH3:17])[CH3:13])[CH:42]([CH3:43])[CH3:44])[CH2:38][CH2:39][CH:26]12)=[O:24])([CH3:20])([CH3:19])[CH3:21]. (2) Given the reactants [OH:1][C:2]1[C:7]([OH:8])=[CH:6][N:5]=[C:4]([C:9]([OH:11])=[O:10])[CH:3]=1.[CH2:12](O)[CH3:13], predict the reaction product. The product is: [CH2:12]([O:10][C:9]([C:4]1[CH:3]=[C:2]([OH:1])[C:7]([OH:8])=[CH:6][N:5]=1)=[O:11])[CH3:13]. (3) Given the reactants C([C:3]1[CH:8]=[C:7]([F:9])[CH:6]=[CH:5][C:4]=1[CH2:10]Br)C.[OH:12][C:13]1[CH:18]=[CH:17][N:16]([C:19]2[S:20][C:21]([C:25]([O:27][CH2:28][CH3:29])=[O:26])=[C:22]([CH3:24])[N:23]=2)[C:15](=[O:30])[CH:14]=1, predict the reaction product. The product is: [F:9][C:7]1[CH:8]=[CH:3][C:4]([CH2:10][O:12][C:13]2[CH:18]=[CH:17][N:16]([C:19]3[S:20][C:21]([C:25]([O:27][CH2:28][CH3:29])=[O:26])=[C:22]([CH3:24])[N:23]=3)[C:15](=[O:30])[CH:14]=2)=[CH:5][CH:6]=1. (4) Given the reactants [F:1][C:2]([F:33])([F:32])[C:3]1[CH:27]=[C:26]([C:28]([F:31])([F:30])[F:29])[CH:25]=[CH:24][C:4]=1[CH2:5][N:6]1[C:14]2[C:9](=[CH:10][C:11]([CH:15]=[C:16]3[S:20][C:19](SC)=[N:18][C:17]3=[O:23])=[CH:12][CH:13]=2)[CH:8]=[N:7]1.[NH:34]1[CH2:37][CH:36]([C:38]([OH:40])=[O:39])[CH2:35]1, predict the reaction product. The product is: [F:33][C:2]([F:32])([F:1])[C:3]1[CH:27]=[C:26]([C:28]([F:31])([F:29])[F:30])[CH:25]=[CH:24][C:4]=1[CH2:5][N:6]1[C:14]2[C:9](=[CH:10][C:11]([CH:15]=[C:16]3[S:20][C:19]([N:34]4[CH2:37][CH:36]([C:38]([OH:40])=[O:39])[CH2:35]4)=[N:18][C:17]3=[O:23])=[CH:12][CH:13]=2)[CH:8]=[N:7]1. (5) The product is: [CH2:45]([NH:47][C:22](=[O:24])[C@@H:21]([NH:20][C:18](=[O:19])[O:17][C:13]([CH3:14])([CH3:15])[CH3:16])[CH2:25][CH:26]1[CH2:31][CH2:30][CH2:29][CH2:28][CH2:27]1)[CH2:44][CH2:43][CH3:42]. Given the reactants CCN=C=NCCCN(C)C.Cl.[C:13]([O:17][C:18]([NH:20][C@@H:21]([CH2:25][CH:26]1[CH2:31][CH2:30][CH2:29][CH2:28][CH2:27]1)[C:22]([OH:24])=O)=[O:19])([CH3:16])([CH3:15])[CH3:14].C(N(C(C)C)CC)(C)C.C1[CH:42]=[CH:43][C:44]2N(O)N=[N:47][C:45]=2C=1.C(N)CCC, predict the reaction product. (6) Given the reactants [OH:1][C:2]1[N:10]=[C:9]([OH:11])[CH:8]=[CH:7][C:3]=1[C:4]([NH2:6])=[O:5].C1C(=O)N([I:19])C(=O)C1, predict the reaction product. The product is: [OH:1][C:2]1[N:10]=[C:9]([OH:11])[C:8]([I:19])=[CH:7][C:3]=1[C:4]([NH2:6])=[O:5]. (7) Given the reactants [F:1][C:2]1[C:11]([F:12])=[C:10]2[C:5]([CH2:6][CH2:7][CH:8]([CH2:13][CH2:14][CH2:15][CH2:16][CH3:17])[O:9]2)=[CH:4][CH:3]=1.[Li]CCCC.B(OC)(OC)[O:24]C.OO.Cl, predict the reaction product. The product is: [F:1][C:2]1[C:11]([F:12])=[C:10]2[C:5]([CH2:6][CH2:7][CH:8]([CH2:13][CH2:14][CH2:15][CH2:16][CH3:17])[O:9]2)=[CH:4][C:3]=1[OH:24]. (8) Given the reactants [C:1]([C@@:3]1([OH:19])[C@H:7]([OH:8])[C@@H:6]([CH2:9][OH:10])[O:5][C@H:4]1[N:11]1[CH:16]=[CH:15][C:14](=[O:17])[NH:13][C:12]1=[O:18])#[CH:2].CN([C:23]1[C:28]2[C:29](N(C)C)=[CH:30][CH:31]=[CH:32][C:27]=2C=CC=1)C.[P:36](Cl)(Cl)(=[O:44])[O:37][C:38]1[CH:43]=[CH:42][CH:41]=[CH:40][CH:39]=1.[NH2:47][C@@H:48]([CH2:55]C1C=CC=CC=1)[C:49]([O:51]C(C)C)=[O:50].C(N(CC)CC)C, predict the reaction product. The product is: [O:18]=[C:12]1[NH:13][C:14](=[O:17])[CH:15]=[CH:16][N:11]1[C@@H:4]1[O:5][C@H:6]([CH2:9][O:10][P:36]([NH:47][C@@H:48]([CH3:55])[C:49]([O:51][CH:30]([CH2:29][CH2:28][CH3:23])[CH2:31][CH2:32][CH3:27])=[O:50])([O:37][C:38]2[CH:43]=[CH:42][CH:41]=[CH:40][CH:39]=2)=[O:44])[C@@H:7]([OH:8])[C@@:3]1([C:1]#[CH:2])[OH:19]. (9) The product is: [CH2:1]([C@@H:5]1[N:10]([C:24]([C@@H:22]2[CH2:23][C@H:21]2[C:15]2[CH:20]=[CH:19][CH:18]=[CH:17][CH:16]=2)=[O:25])[CH2:9][C@H:8]([CH:11]([CH3:13])[CH3:12])[NH:7][C:6]1=[O:14])[CH:2]([CH3:4])[CH3:3]. Given the reactants [CH2:1]([C@@H:5]1[NH:10][CH2:9][C@H:8]([CH:11]([CH3:13])[CH3:12])[NH:7][C:6]1=[O:14])[CH:2]([CH3:4])[CH3:3].[C:15]1([C@@H:21]2[CH2:23][C@H:22]2[C:24](O)=[O:25])[CH:20]=[CH:19][CH:18]=[CH:17][CH:16]=1.C([C@@H]1N(C(=O)/C=C/C2C=CC=CC=2)C[C@H](CC(C)C)NC1=O)C(C)C, predict the reaction product.